Dataset: Full USPTO retrosynthesis dataset with 1.9M reactions from patents (1976-2016). Task: Predict the reactants needed to synthesize the given product. (1) Given the product [NH:15]1[CH2:18][CH:17]([CH2:19][N:20]([CH3:26])[CH:21]2[CH2:25][CH2:24][O:23][CH2:22]2)[CH2:16]1, predict the reactants needed to synthesize it. The reactants are: FC(F)(F)C(O)=O.C(OC([N:15]1[CH2:18][CH:17]([CH2:19][N:20]([CH3:26])[CH:21]2[CH2:25][CH2:24][O:23][CH2:22]2)[CH2:16]1)=O)(C)(C)C. (2) Given the product [Cl:1][C:2]1[CH:10]=[CH:9][C:8]([C:11]2[NH:31][C:24]3[CH:29]=[CH:28][CH:27]=[CH:26][C:25]=3[N:30]=2)=[C:7]2[C:3]=1[CH:4]([OH:23])[N:5]([C:14]([CH3:22])([C:16]1[CH:21]=[CH:20][CH:19]=[CH:18][CH:17]=1)[CH3:15])[C:6]2=[O:13], predict the reactants needed to synthesize it. The reactants are: [Cl:1][C:2]1[CH:10]=[CH:9][C:8]([CH:11]=O)=[C:7]2[C:3]=1[CH:4]([OH:23])[N:5]([C:14]([CH3:22])([C:16]1[CH:21]=[CH:20][CH:19]=[CH:18][CH:17]=1)[CH3:15])[C:6]2=[O:13].[C:24]1([NH2:31])[CH:29]=[CH:28][CH:27]=[CH:26][C:25]=1[NH2:30].CCCCCC. (3) Given the product [N:18]([CH2:2][CH2:3][CH2:4][Si:5]([CH2:14][C:15](=[CH2:17])[CH3:16])([CH2:10][C:11](=[CH2:13])[CH3:12])[CH2:6][C:7](=[CH2:9])[CH3:8])=[N+:19]=[N-:20], predict the reactants needed to synthesize it. The reactants are: Cl[CH2:2][CH2:3][CH2:4][Si:5]([CH2:14][C:15](=[CH2:17])[CH3:16])([CH2:10][C:11](=[CH2:13])[CH3:12])[CH2:6][C:7](=[CH2:9])[CH3:8].[N-:18]=[N+:19]=[N-:20].[Na+]. (4) Given the product [Cl:1][C:2]1[C:7]([C:8]([F:9])([F:10])[F:11])=[CH:6][CH:5]=[CH:4][C:3]=1[C:12]([N:14]1[CH2:19][CH2:18][C:17]2[N:20]([C:23]3[CH:28]=[CH:27][C:26]([F:29])=[CH:25][N:24]=3)[CH:21]=[N:22][C:16]=2[CH:15]1[CH3:30])=[O:13], predict the reactants needed to synthesize it. The reactants are: [Cl:1][C:2]1[C:7]([C:8]([F:11])([F:10])[F:9])=[CH:6][CH:5]=[CH:4][C:3]=1[C:12]([N:14]1[CH:19]=[CH:18][C:17]2[N:20]([C:23]3[CH:28]=[CH:27][C:26]([F:29])=[CH:25][N:24]=3)[CH:21]=[N:22][C:16]=2[CH:15]1[CH3:30])=[O:13]. (5) Given the product [OH:26][CH2:27][CH2:28][N:29]([CH2:39][CH2:40][OH:41])[S:30]([C:33]1[S:34][C:35]([C:2]#[C:1][C:3]2[CH:4]=[N:5][N:6]3[C:11]([C:12]([F:14])([F:13])[F:15])=[CH:10][C:9]([C:16]4[CH:21]=[CH:20][C:19]([C:22]([F:25])([F:24])[F:23])=[CH:18][CH:17]=4)=[N:8][C:7]=23)=[CH:36][CH:37]=1)(=[O:32])=[O:31], predict the reactants needed to synthesize it. The reactants are: [C:1]([C:3]1[CH:4]=[N:5][N:6]2[C:11]([C:12]([F:15])([F:14])[F:13])=[CH:10][C:9]([C:16]3[CH:21]=[CH:20][C:19]([C:22]([F:25])([F:24])[F:23])=[CH:18][CH:17]=3)=[N:8][C:7]=12)#[CH:2].[OH:26][CH2:27][CH2:28][N:29]([CH2:39][CH2:40][OH:41])[S:30]([C:33]1[S:34][C:35](Cl)=[CH:36][CH:37]=1)(=[O:32])=[O:31].